Dataset: NCI-60 drug combinations with 297,098 pairs across 59 cell lines. Task: Regression. Given two drug SMILES strings and cell line genomic features, predict the synergy score measuring deviation from expected non-interaction effect. (1) Drug 1: C1=NC2=C(N=C(N=C2N1C3C(C(C(O3)CO)O)O)F)N. Synergy scores: CSS=14.3, Synergy_ZIP=-4.66, Synergy_Bliss=8.62, Synergy_Loewe=-9.49, Synergy_HSA=2.02. Drug 2: C1=NC(=NC(=O)N1C2C(C(C(O2)CO)O)O)N. Cell line: HT29. (2) Drug 1: CCC1(CC2CC(C3=C(CCN(C2)C1)C4=CC=CC=C4N3)(C5=C(C=C6C(=C5)C78CCN9C7C(C=CC9)(C(C(C8N6C=O)(C(=O)OC)O)OC(=O)C)CC)OC)C(=O)OC)O.OS(=O)(=O)O. Drug 2: N.N.Cl[Pt+2]Cl. Cell line: MDA-MB-231. Synergy scores: CSS=59.5, Synergy_ZIP=-10.2, Synergy_Bliss=-10.3, Synergy_Loewe=-2.60, Synergy_HSA=0.193. (3) Drug 1: C1=CC(=CC=C1CCCC(=O)O)N(CCCl)CCCl. Drug 2: C1C(C(OC1N2C=NC3=C2NC=NCC3O)CO)O. Cell line: 786-0. Synergy scores: CSS=51.1, Synergy_ZIP=-2.93, Synergy_Bliss=-5.63, Synergy_Loewe=-1.23, Synergy_HSA=-3.33. (4) Drug 1: C1CN1C2=NC(=NC(=N2)N3CC3)N4CC4. Drug 2: CC12CCC3C(C1CCC2OP(=O)(O)O)CCC4=C3C=CC(=C4)OC(=O)N(CCCl)CCCl.[Na+]. Cell line: COLO 205. Synergy scores: CSS=30.1, Synergy_ZIP=-2.38, Synergy_Bliss=-4.33, Synergy_Loewe=-11.7, Synergy_HSA=-1.85. (5) Drug 1: C1=NC2=C(N=C(N=C2N1C3C(C(C(O3)CO)O)F)Cl)N. Drug 2: CS(=O)(=O)CCNCC1=CC=C(O1)C2=CC3=C(C=C2)N=CN=C3NC4=CC(=C(C=C4)OCC5=CC(=CC=C5)F)Cl. Cell line: COLO 205. Synergy scores: CSS=5.94, Synergy_ZIP=-0.365, Synergy_Bliss=0.436, Synergy_Loewe=-34.5, Synergy_HSA=0.308. (6) Drug 1: CC1=C(C=C(C=C1)NC2=NC=CC(=N2)N(C)C3=CC4=NN(C(=C4C=C3)C)C)S(=O)(=O)N.Cl. Drug 2: CC1C(C(=O)NC(C(=O)N2CCCC2C(=O)N(CC(=O)N(C(C(=O)O1)C(C)C)C)C)C(C)C)NC(=O)C3=C4C(=C(C=C3)C)OC5=C(C(=O)C(=C(C5=N4)C(=O)NC6C(OC(=O)C(N(C(=O)CN(C(=O)C7CCCN7C(=O)C(NC6=O)C(C)C)C)C)C(C)C)C)N)C. Cell line: A549. Synergy scores: CSS=-2.51, Synergy_ZIP=9.49, Synergy_Bliss=8.53, Synergy_Loewe=7.78, Synergy_HSA=7.10. (7) Drug 1: C1CN1C2=NC(=NC(=N2)N3CC3)N4CC4. Drug 2: C1CN(CCN1C(=O)CCBr)C(=O)CCBr. Cell line: SK-OV-3. Synergy scores: CSS=26.7, Synergy_ZIP=-8.23, Synergy_Bliss=-0.983, Synergy_Loewe=-9.74, Synergy_HSA=0.312. (8) Drug 1: CC1C(C(=O)NC(C(=O)N2CCCC2C(=O)N(CC(=O)N(C(C(=O)O1)C(C)C)C)C)C(C)C)NC(=O)C3=C4C(=C(C=C3)C)OC5=C(C(=O)C(=C(C5=N4)C(=O)NC6C(OC(=O)C(N(C(=O)CN(C(=O)C7CCCN7C(=O)C(NC6=O)C(C)C)C)C)C(C)C)C)N)C. Drug 2: COCCOC1=C(C=C2C(=C1)C(=NC=N2)NC3=CC=CC(=C3)C#C)OCCOC.Cl. Cell line: KM12. Synergy scores: CSS=30.8, Synergy_ZIP=0.918, Synergy_Bliss=1.86, Synergy_Loewe=0.305, Synergy_HSA=0.343. (9) Drug 1: CN1CCC(CC1)COC2=C(C=C3C(=C2)N=CN=C3NC4=C(C=C(C=C4)Br)F)OC. Drug 2: C1CCN(CC1)CCOC2=CC=C(C=C2)C(=O)C3=C(SC4=C3C=CC(=C4)O)C5=CC=C(C=C5)O. Cell line: U251. Synergy scores: CSS=7.98, Synergy_ZIP=-1.61, Synergy_Bliss=2.31, Synergy_Loewe=1.08, Synergy_HSA=2.46.